From a dataset of Forward reaction prediction with 1.9M reactions from USPTO patents (1976-2016). Predict the product of the given reaction. (1) Given the reactants N1C=CN=C1.[I:6]I.C1(P(C2C=CC=CC=2)C2C=CC=CC=2)C=CC=CC=1.[F:27][C:28]([F:38])([CH2:31][N:32]1[CH2:37][CH2:36][O:35][CH2:34][CH2:33]1)[CH2:29]O, predict the reaction product. The product is: [F:27][C:28]([F:38])([CH2:29][I:6])[CH2:31][N:32]1[CH2:37][CH2:36][O:35][CH2:34][CH2:33]1. (2) Given the reactants ClC1C=CC=CC=1C=C.[Cl:10][C:11]1[CH:20]=[CH:19][CH:18]=[C:17]2[C:12]=1C=C[CH:15]=[CH:16]2, predict the reaction product. The product is: [Cl:10][C:11]1[CH:12]=[C:17]([CH:18]=[CH:19][CH:20]=1)[CH:16]=[CH2:15]. (3) Given the reactants [C:1]([C:3]1[CH:4]=[CH:5][C:6]2[O:11][CH2:10][C:9](=[O:12])[N:8]([CH2:13][CH2:14][C@H:15]3[CH2:20][CH2:19][C@@H:18](O)[CH2:17][N:16]3[C:22]([O:24][C:25]([CH3:28])([CH3:27])[CH3:26])=[O:23])[C:7]=2[CH:29]=1)#[N:2].C1(P(C2C=CC=CC=2)C2C=CC=CC=2)C=CC=CC=1.CC(OC(/N=N/C(OC(C)C)=O)=O)C.C1(P([N:77]=[N+:78]=[N-:79])(C2C=CC=CC=2)=O)C=CC=CC=1, predict the reaction product. The product is: [N:77]([C@@H:18]1[CH2:17][N:16]([C:22]([O:24][C:25]([CH3:27])([CH3:26])[CH3:28])=[O:23])[C@@H:15]([CH2:14][CH2:13][N:8]2[C:7]3[CH:29]=[C:3]([C:1]#[N:2])[CH:4]=[CH:5][C:6]=3[O:11][CH2:10][C:9]2=[O:12])[CH2:20][CH2:19]1)=[N+:78]=[N-:79]. (4) Given the reactants Cl[C:2]1[C:12]([C:13]#[N:14])=[CH:11][C:5]([C:6]([O:8][CH2:9][CH3:10])=[O:7])=[CH:4][N:3]=1.[CH3:15][CH:16]1[NH:21][CH2:20][CH2:19][N:18]([C:22]([O:24][C:25]([CH3:28])([CH3:27])[CH3:26])=[O:23])[CH2:17]1.[CH3:29]CN(C(C)C)C(C)C, predict the reaction product. The product is: [C:13]([C:12]1[C:2]([N:21]2[CH2:20][CH2:19][N:18]([C:22]([O:24][C:25]([CH3:27])([CH3:26])[CH3:28])=[O:23])[CH2:17][CH:16]2[CH3:15])=[N:3][C:4]([CH3:29])=[C:5]([C:6]([O:8][CH2:9][CH3:10])=[O:7])[CH:11]=1)#[N:14]. (5) Given the reactants [Br:1][C:2]1[CH:7]=[CH:6][C:5]2[C:8]3[CH2:9][NH:10][C@H:11]([CH3:15])[CH2:12][C:13]=3[O:14][C:4]=2[CH:3]=1.C([O-])([O-])=O.[K+].[K+].[CH3:22][C:23]([O:26][C:27](O[C:27]([O:26][C:23]([CH3:25])([CH3:24])[CH3:22])=[O:28])=[O:28])([CH3:25])[CH3:24], predict the reaction product. The product is: [Br:1][C:2]1[CH:7]=[CH:6][C:5]2[C:8]3[CH2:9][N:10]([C:27]([O:26][C:23]([CH3:25])([CH3:24])[CH3:22])=[O:28])[C@H:11]([CH3:15])[CH2:12][C:13]=3[O:14][C:4]=2[CH:3]=1. (6) The product is: [Br:1][C:2]1[C:11]2[C:6](=[CH:7][CH:8]=[CH:9][CH:10]=2)[C:5]([O:12][CH3:14])=[N:4][CH:3]=1. Given the reactants [Br:1][C:2]1[C:11]2[C:6](=[CH:7][CH:8]=[CH:9][CH:10]=2)[C:5](=[O:12])[NH:4][C:3]=1C.[CH:14](Cl)(Cl)Cl.IC, predict the reaction product. (7) Given the reactants CO[C:3](=[O:20])[C:4]([OH:19])=[CH:5][C:6](=[O:18])[N:7]([O:16][CH3:17])[CH2:8][C:9]1[CH:14]=[CH:13][CH:12]=[CH:11][C:10]=1[CH3:15].C=O.CN.ClC1C=C(C=CC=1Cl)[CH2:29][N:30](C)[C:31](C1CN(C)C(=O)C=1O)=O, predict the reaction product. The product is: [CH3:17][O:16][N:7]([CH2:8][C:9]1[CH:14]=[CH:13][CH:12]=[CH:11][C:10]=1[CH3:15])[C:6]([C:5]1[CH2:29][N:30]([CH3:31])[C:3](=[O:20])[C:4]=1[OH:19])=[O:18]. (8) Given the reactants Br[C:2]1[S:6][C:5]([C:7]2[CH:12]=[CH:11][C:10]([O:13][CH:14]([CH3:16])[CH3:15])=[C:9]([Cl:17])[CH:8]=2)=[N:4][CH:3]=1.[CH2:18]([C:20]1[C:25](B2OC(C)(C)C(C)(C)O2)=[CH:24][CH:23]=[CH:22][C:21]=1[CH2:35][CH2:36][CH2:37][C:38]([O:40][CH2:41][CH3:42])=[O:39])[CH3:19].P([O-])([O-])([O-])=O.[K+].[K+].[K+], predict the reaction product. The product is: [Cl:17][C:9]1[CH:8]=[C:7]([C:5]2[S:6][C:2]([C:25]3[C:20]([CH2:18][CH3:19])=[C:21]([CH2:35][CH2:36][CH2:37][C:38]([O:40][CH2:41][CH3:42])=[O:39])[CH:22]=[CH:23][CH:24]=3)=[CH:3][N:4]=2)[CH:12]=[CH:11][C:10]=1[O:13][CH:14]([CH3:16])[CH3:15].